From a dataset of Full USPTO retrosynthesis dataset with 1.9M reactions from patents (1976-2016). Predict the reactants needed to synthesize the given product. Given the product [CH2:1]([N:3]1[C:4](=[O:17])[CH:5]([CH2:10][C:11]2[CH:16]=[CH:15][CH:14]=[CH:13][CH:12]=2)[CH2:6][C@H:7]1[C:8]([OH:18])=[O:9])[CH3:2], predict the reactants needed to synthesize it. The reactants are: [CH2:1]([N:3]1[CH:7]([CH2:8][OH:9])[CH2:6][CH:5]([CH2:10][C:11]2[CH:16]=[CH:15][CH:14]=[CH:13][CH:12]=2)[C:4]1=[O:17])[CH3:2].[OH:18]P([O-])(O)=O.[Na+].CC1(C)N([O])C(C)(C)CCC1.Cl([O-])=O.[Na+].Cl[O-].[Na+].ClCl.S([O-])([O-])=O.[Na+].[Na+].Cl.